This data is from Full USPTO retrosynthesis dataset with 1.9M reactions from patents (1976-2016). The task is: Predict the reactants needed to synthesize the given product. (1) Given the product [CH3:34][N:35]1[CH2:36][CH2:37][CH:33]([C:32]([OH:45])=[O:31])[CH2:39][CH2:40]1.[C:6]([C:8]1([NH:14][C:15]([CH:17]([NH:25][C:26]([N:28]2[CH2:33][CH2:32][O:31][CH2:30][CH2:29]2)=[O:27])[CH2:18][CH:19]2[CH2:20][CH2:21][CH2:22][CH2:23][CH2:24]2)=[O:16])[CH2:9][CH2:10][N:11]([C:44]([CH:2]2[CH2:1][CH2:34][N:35]([CH3:40])[CH2:36][CH2:37]2)=[O:45])[CH2:12][CH2:13]1)#[N:7], predict the reactants needed to synthesize it. The reactants are: [CH2:1](Cl)[CH2:2]Cl.Cl.[C:6]([C:8]1([NH:14][C:15]([CH:17]([NH:25][C:26]([N:28]2[CH2:33][CH2:32][O:31][CH2:30][CH2:29]2)=[O:27])[CH2:18][CH:19]2[CH2:24][CH2:23][CH2:22][CH2:21][CH2:20]2)=[O:16])[CH2:13][CH2:12][NH:11][CH2:10][CH2:9]1)#[N:7].[CH3:34][N:35]1[CH2:40][CH2:39]O[CH2:37][CH2:36]1.CN([CH:44]=[O:45])C. (2) The reactants are: I[C:2]1[CH:3]=[C:4]([CH2:14][O:15][C:16]2[CH:21]=[CH:20][C:19]([CH2:22][CH2:23][C:24]([O:26][CH2:27][CH3:28])=[O:25])=[C:18]([CH3:29])[C:17]=2[CH3:30])[C:5]2[O:9][C:8]([CH2:10][CH2:11][CH3:12])=[CH:7][C:6]=2[CH:13]=1.[C:31]([Si:33]([CH3:36])([CH3:35])[CH3:34])#[CH:32]. Given the product [CH3:29][C:18]1[C:17]([CH3:30])=[C:16]([O:15][CH2:14][C:4]2[C:5]3[O:9][C:8]([CH2:10][CH2:11][CH3:12])=[CH:7][C:6]=3[CH:13]=[C:2]([C:32]#[C:31][Si:33]([CH3:36])([CH3:35])[CH3:34])[CH:3]=2)[CH:21]=[CH:20][C:19]=1[CH2:22][CH2:23][C:24]([O:26][CH2:27][CH3:28])=[O:25], predict the reactants needed to synthesize it. (3) Given the product [CH2:19]([N:7]1[C:8]2[C:13](=[CH:12][CH:11]=[C:10]([O:14][CH3:15])[CH:9]=2)[C:5]([C:3](=[O:4])[C:2]([F:1])([F:17])[F:18])=[C:6]1[CH3:16])[CH3:20], predict the reactants needed to synthesize it. The reactants are: [F:1][C:2]([F:18])([F:17])[C:3]([C:5]1[C:13]2[C:8](=[CH:9][C:10]([O:14][CH3:15])=[CH:11][CH:12]=2)[NH:7][C:6]=1[CH3:16])=[O:4].[CH2:19](I)[CH3:20].[H-].[Na+]. (4) Given the product [NH2:3][CH2:12][CH2:13][CH2:14][N:15]1[CH2:19][CH2:18][CH:17]([C:20]#[N:21])[CH2:16]1, predict the reactants needed to synthesize it. The reactants are: O=C1C2C(=CC=CC=2)C(=O)[N:3]1[CH2:12][CH2:13][CH2:14][N:15]1[CH2:19][CH2:18][CH:17]([C:20]#[N:21])[CH2:16]1. (5) Given the product [NH2:3][C:4]1[N:9]=[C:8]([NH2:10])[CH:7]=[C:6]([O:11][CH2:12][CH2:13][OH:14])[N:5]=1, predict the reactants needed to synthesize it. The reactants are: [H-].[Na+].[NH2:3][C:4]1[N:9]=[C:8]([NH2:10])[CH:7]=[C:6]([O:11][CH2:12][CH2:13][O:14]CP(O)(O)=O)[N:5]=1.NC1N=C(N)C=C(Cl)N=1.